This data is from Forward reaction prediction with 1.9M reactions from USPTO patents (1976-2016). The task is: Predict the product of the given reaction. Given the reactants [Cl-].[Ca+2:2].[Cl-].[Na].[CH3:5][CH:6]([CH2:8][CH2:9][CH2:10][CH2:11][CH2:12][CH2:13][CH2:14][CH2:15][CH2:16][C@H:17]1[O:49][C:47](=[O:48])[C@H:46]([CH2:50][CH:51]([CH3:53])[CH3:52])[NH:45][C:43](=[O:44])[C@@H:42]([CH2:54][CH:55]([CH3:57])[CH3:56])[NH:41][C:39](=[O:40])[C@H:38]([CH2:58][C:59]([OH:61])=[O:60])[NH:37][C:35](=[O:36])[C@H:34]([CH:62]([CH3:64])[CH3:63])[NH:33][C:31](=[O:32])[C@@H:30]([CH2:65][CH:66]([CH3:68])[CH3:67])[NH:29][C:27](=[O:28])[C@H:26]([CH2:69][CH:70]([CH3:72])[CH3:71])[NH:25][C:23](=[O:24])[C@H:22]([CH2:73][CH2:74][C:75]([OH:77])=[O:76])[NH:21][C:19](=[O:20])[CH2:18]1)[CH3:7].CC(CCCCCCCCC[C@H]1OC(=O)[C@H](CC(C)C)NC(=O)[C@@H](CC(C)C)NC(=O)[C@H](CC(O)=O)NC(=O)[C@H](C(C)C)NC(=O)[C@@H](CC(C)C)NC(=O)[C@H](CC(C)C)NC(=O)[C@H](CCC(O)=O)NC(=O)C1)C, predict the reaction product. The product is: [Ca:2].[CH3:7][CH:6]([CH2:8][CH2:9][CH2:10][CH2:11][CH2:12][CH2:13][CH2:14][CH2:15][CH2:16][C@H:17]1[O:49][C:47](=[O:48])[C@H:46]([CH2:50][CH:51]([CH3:52])[CH3:53])[NH:45][C:43](=[O:44])[C@@H:42]([CH2:54][CH:55]([CH3:56])[CH3:57])[NH:41][C:39](=[O:40])[C@H:38]([CH2:58][C:59]([OH:61])=[O:60])[NH:37][C:35](=[O:36])[C@H:34]([CH:62]([CH3:63])[CH3:64])[NH:33][C:31](=[O:32])[C@@H:30]([CH2:65][CH:66]([CH3:68])[CH3:67])[NH:29][C:27](=[O:28])[C@H:26]([CH2:69][CH:70]([CH3:72])[CH3:71])[NH:25][C:23](=[O:24])[C@H:22]([CH2:73][CH2:74][C:75]([OH:77])=[O:76])[NH:21][C:19](=[O:20])[CH2:18]1)[CH3:5].